Dataset: Forward reaction prediction with 1.9M reactions from USPTO patents (1976-2016). Task: Predict the product of the given reaction. Given the reactants [Cl:1][C:2]1[C:3]([C:9]2[N:14]=[C:13]([NH:15][CH2:16][CH:17]3[CH2:22][CH2:21][O:20][CH2:19][CH2:18]3)[C:12]([CH2:23][CH3:24])=[N:11][CH:10]=2)=[CH:4][C:5](F)=[N:6][CH:7]=1.[NH2:25][CH:26]1[CH2:31][CH2:30][CH:29]([NH2:32])[CH2:28][CH2:27]1.C(N(CC)CC)C, predict the reaction product. The product is: [Cl:1][C:2]1[C:3]([C:9]2[CH:10]=[N:11][C:12]([CH2:23][CH3:24])=[C:13]([NH:15][CH2:16][CH:17]3[CH2:22][CH2:21][O:20][CH2:19][CH2:18]3)[N:14]=2)=[CH:4][C:5]([NH:25][C@H:26]2[CH2:31][CH2:30][C@H:29]([NH2:32])[CH2:28][CH2:27]2)=[N:6][CH:7]=1.